This data is from Full USPTO retrosynthesis dataset with 1.9M reactions from patents (1976-2016). The task is: Predict the reactants needed to synthesize the given product. Given the product [F:1][C:2]1[C:7]2[CH2:8][CH2:9][C:10]3[CH:15]=[CH:14][N:13]=[CH:12][C:11]=3[CH:16]([NH2:17])[C:6]=2[CH:5]=[CH:4][CH:3]=1, predict the reactants needed to synthesize it. The reactants are: [F:1][C:2]1[C:7]2[CH2:8][CH2:9][C:10]3[CH:15]=[CH:14][N:13]=[CH:12][C:11]=3[C:16](=[N:17]O)[C:6]=2[CH:5]=[CH:4][CH:3]=1.CCOCC.[OH-].[Na+].